Dataset: Catalyst prediction with 721,799 reactions and 888 catalyst types from USPTO. Task: Predict which catalyst facilitates the given reaction. (1) Reactant: [Cl:1][C:2]1[CH:3]=[C:4]([NH:8][C:9]2[CH:17]=[C:16]([CH:18]([CH3:20])[CH3:19])[C:12]([C:13]([OH:15])=O)=[CH:11][N:10]=2)[CH:5]=[CH:6][CH:7]=1.C(N1CCOCC1)C.C1(CN)CC1.O.O[N:36]1[C:40]2[CH:41]=[CH:42][CH:42]=[CH:41][C:40]=2[N:36]=N1.Cl.CN(C)CCCN=C=NCC. Product: [Cl:1][C:2]1[CH:3]=[C:4]([NH:8][C:9]2[CH:17]=[C:16]([CH:18]([CH3:20])[CH3:19])[C:12]([C:13]([NH:36][CH:40]3[CH2:41][CH2:42]3)=[O:15])=[CH:11][N:10]=2)[CH:5]=[CH:6][CH:7]=1. The catalyst class is: 9. (2) Reactant: [CH:1]1[N:5]([C@@H:6]2[O:10][C@H:9]([CH2:11][O:12]P(O)(O)=O)[C@@H:8]([OH:17])[C@H:7]2[OH:18])[C:4]([NH2:19])=[C:3]([C:20]([NH2:22])=[O:21])[N:2]=1.[N:23]([O-])=O.[Na+].N. Product: [C@@H:6]1([N:5]2[C:4]3[N:19]=[N:23][NH:22][C:20](=[O:21])[C:3]=3[N:2]=[CH:1]2)[O:10][C@H:9]([CH2:11][OH:12])[C@@H:8]([OH:17])[C@H:7]1[OH:18]. The catalyst class is: 8.